Predict the product of the given reaction. From a dataset of Forward reaction prediction with 1.9M reactions from USPTO patents (1976-2016). (1) Given the reactants C(OC([NH:11][C@H:12]1[CH2:16][CH2:15][N:14]([C@H:17]2[CH2:22][CH2:21][C@@H:20]([N:23]([C:25]([CH3:28])([CH3:27])[CH3:26])[CH3:24])[CH2:19][C@H:18]2[C:29]([O:31][CH3:32])=[O:30])[C:13]1=[O:33])=O)C1C=CC=CC=1, predict the reaction product. The product is: [NH2:11][C@H:12]1[CH2:16][CH2:15][N:14]([C@H:17]2[CH2:22][CH2:21][C@@H:20]([N:23]([C:25]([CH3:28])([CH3:27])[CH3:26])[CH3:24])[CH2:19][C@H:18]2[C:29]([O:31][CH3:32])=[O:30])[C:13]1=[O:33]. (2) Given the reactants [C@:1]12([CH3:13])[C:7]([CH3:9])([CH3:8])[CH:4]([CH2:5][CH2:6]1)[CH2:3][CH:2]2[C:10](Cl)=[O:11].[N+:14]([C:17]1[CH:22]=[CH:21][CH:20]=[CH:19][C:18]=1[CH:23]([OH:28])[C:24]([CH3:27])([CH3:26])[CH3:25])([O-:16])=[O:15], predict the reaction product. The product is: [C@:1]12([CH3:13])[C:7]([CH3:9])([CH3:8])[CH:4]([CH2:5][CH2:6]1)[CH2:3][CH:2]2[C:10]([O:28][CH:23]([C:18]1[CH:19]=[CH:20][CH:21]=[CH:22][C:17]=1[N+:14]([O-:16])=[O:15])[C:24]([CH3:25])([CH3:26])[CH3:27])=[O:11]. (3) The product is: [F:23][C:24]1[C:32]([NH:33][S:34]([CH2:37][CH2:38][CH3:39])(=[O:35])=[O:36])=[CH:31][CH:30]=[C:29]([F:40])[C:25]=1[C:26]([C:3]1[C:4]2[C:5](=[N:6][CH:7]=[C:8]([NH:10][C:11](=[O:18])[C:12]3[CH:17]=[CH:16][CH:15]=[N:14][CH:13]=3)[CH:9]=2)[NH:1][CH:2]=1)=[O:27]. Given the reactants [NH:1]1[C:5]2=[N:6][CH:7]=[C:8]([NH:10][C:11](=[O:18])[C:12]3[CH:17]=[CH:16][CH:15]=[N:14][CH:13]=3)[CH:9]=[C:4]2[CH:3]=[CH:2]1.[Cl-].[Cl-].[Cl-].[Al+3].[F:23][C:24]1[C:32]([NH:33][S:34]([CH2:37][CH2:38][CH3:39])(=[O:36])=[O:35])=[CH:31][CH:30]=[C:29]([F:40])[C:25]=1[C:26](Cl)=[O:27].C(Cl)(=O)C1C=CC=NC=1, predict the reaction product.